From a dataset of Forward reaction prediction with 1.9M reactions from USPTO patents (1976-2016). Predict the product of the given reaction. (1) Given the reactants [CH:1]1([CH2:4][N:5]2[C:10](=[O:11])[C:9]([CH2:12][CH:13](C(OC(C)(C)C)=O)[C:14](OC(C)(C)C)=O)=[CH:8][C:7]([C:28]3[CH:33]=[CH:32][C:31]([O:34][CH3:35])=[C:30]([F:36])[CH:29]=3)=[N:6]2)[CH2:3][CH2:2]1.[H-].[Na+].C(OC(C)(C)C)(=O)CC(OC(C)(C)C)=O.BrC[C:56]1[C:57](=O)[N:58]([CH2:71][CH:72]2CC2)N=C(C2C=CC(OC)=C(F)C=2)C=1.[CH3:76][N:77](C)C=O, predict the reaction product. The product is: [CH:1]1([CH2:4][N:5]2[C:10](=[O:11])[C:9]([CH2:12][CH2:13][CH2:14][N:58]3[CH2:57][CH2:56][N:77]([CH3:76])[CH2:72][CH2:71]3)=[CH:8][C:7]([C:28]3[CH:33]=[CH:32][C:31]([O:34][CH3:35])=[C:30]([F:36])[CH:29]=3)=[N:6]2)[CH2:3][CH2:2]1. (2) Given the reactants Cl[C:2]1[C:11]2=[N:12][N:13](CC3C=CC(OC)=CC=3)[CH:14]=[C:10]2[C:9]2[C:8]([O:24][CH3:25])=[CH:7][CH:6]=[CH:5][C:4]=2[N:3]=1.[CH3:26][N:27]1[CH2:32][CH2:31][N:30]([C:33]2[CH:39]=[CH:38][C:36]([NH2:37])=[CH:35][CH:34]=2)[CH2:29][CH2:28]1.Cl, predict the reaction product. The product is: [CH3:25][O:24][C:8]1[C:9]2[C:10]3[C:11](=[N:12][NH:13][CH:14]=3)[C:2]([NH:37][C:36]3[CH:35]=[CH:34][C:33]([N:30]4[CH2:29][CH2:28][N:27]([CH3:26])[CH2:32][CH2:31]4)=[CH:39][CH:38]=3)=[N:3][C:4]=2[CH:5]=[CH:6][CH:7]=1. (3) Given the reactants [CH3:1][NH:2][C:3]([C:5]1[C:13]2[C:8](=[CH:9][CH:10]=[C:11]([N+:14]([O-])=O)[CH:12]=2)[NH:7][N:6]=1)=[O:4], predict the reaction product. The product is: [CH3:1][NH:2][C:3]([C:5]1[C:13]2[C:8](=[CH:9][CH:10]=[C:11]([NH2:14])[CH:12]=2)[NH:7][N:6]=1)=[O:4]. (4) Given the reactants [C:1]([OH:4])(=[O:3])[CH3:2].[CH2:5]([O:12][C:13]1[CH:14]=[C:15]([CH2:19][CH2:20][CH2:21][CH2:22][NH:23][CH2:24][CH2:25][CH2:26][CH2:27]O)[CH:16]=[CH:17][CH:18]=1)[C:6]1[CH:11]=[CH:10][CH:9]=[CH:8][CH:7]=1, predict the reaction product. The product is: [C:1]([O:4][CH2:27][CH2:26][CH2:25][CH2:24][NH:23][CH2:22][CH2:21][CH2:20][CH2:19][C:15]1[CH:16]=[CH:17][CH:18]=[C:13]([O:12][CH2:5][C:6]2[CH:7]=[CH:8][CH:9]=[CH:10][CH:11]=2)[CH:14]=1)(=[O:3])[CH3:2]. (5) Given the reactants C([CH:8]([CH:10]1[CH2:14][C:13]2[CH:15]=[CH:16][CH:17]=[C:18]([C:19]3[CH:24]=[CH:23][CH:22]=[C:21]([O:25][CH3:26])[C:20]=3[O:27][CH3:28])[C:12]=2[O:11]1)[NH2:9])C1C=CC=CC=1.C(N(C(C)C)CC)(C)C.Cl[C:39]([O:41][CH2:42][C:43]1[CH:48]=[CH:47][CH:46]=[CH:45][CH:44]=1)=[O:40].C(OC(=O)NCC1CC2C=CC=C(C3CCCC3)C=2O1)C1C=CC=CC=1, predict the reaction product. The product is: [CH3:28][O:27][C:20]1[C:21]([O:25][CH3:26])=[CH:22][CH:23]=[CH:24][C:19]=1[C:18]1[C:12]2[O:11][CH:10]([CH2:8][NH:9][C:39](=[O:40])[O:41][CH2:42][C:43]3[CH:48]=[CH:47][CH:46]=[CH:45][CH:44]=3)[CH2:14][C:13]=2[CH:15]=[CH:16][CH:17]=1. (6) Given the reactants S([O-])(=O)(=O)C.[CH2:6]([N:8]([CH:11](O)[CH2:12][CH3:13])[CH2:9][CH3:10])[CH3:7].[C:15]([NH:20][C:21]1[CH:22]=[C:23](O)[CH:24]=[CH:25][CH:26]=1)(=[O:19])[CH2:16][CH2:17][CH3:18].C([O-])([O-])=[O:29].[K+].[K+], predict the reaction product. The product is: [CH2:6]([N:8]([CH2:11][CH2:12][CH2:13][O:29][CH:17]([CH3:18])[CH2:16][C:15]([NH:20][C:21]1[CH:22]=[CH:23][CH:24]=[CH:25][CH:26]=1)=[O:19])[CH2:9][CH3:10])[CH3:7]. (7) Given the reactants [CH:1]1([CH:4]=O)[CH2:3][CH2:2]1.[C:6]([CH2:8][C:9]([O:11][CH2:12][CH3:13])=[O:10])#[N:7].N1CCCCC1, predict the reaction product. The product is: [CH2:12]([O:11][C:9](=[O:10])[C:8]([C:6]#[N:7])=[CH:4][CH:1]1[CH2:2][CH2:3]1)[CH3:13].